The task is: Binary Classification. Given a drug SMILES string, predict its activity (active/inactive) in a high-throughput screening assay against a specified biological target.. This data is from HIV replication inhibition screening data with 41,000+ compounds from the AIDS Antiviral Screen. (1) The drug is CCOC(=O)CC(NC(=O)c1ccc(N=NN(C)C)cc1)C(=O)OCC. The result is 0 (inactive). (2) The drug is Cc1cc(S(=O)(=O)Nc2nnc3c(C(F)(F)F)cc(Cl)cn23)c(S)cc1Cl. The result is 1 (active). (3) The drug is CCN(CC)CCNC(=O)C1COc2ccc(-c3cc(=O)c4ccccc4o3)cc2O1. The result is 0 (inactive). (4) The drug is CN1N=C2NCCNC3=NN(C)C(=NCCN=C1S2)S3. The result is 0 (inactive).